From a dataset of Forward reaction prediction with 1.9M reactions from USPTO patents (1976-2016). Predict the product of the given reaction. Given the reactants Br[C:2]1[C:3](=[O:9])[CH2:4][CH2:5][C:6]=1[O:7][CH3:8].[Cl:10][C:11]1[CH:27]=[CH:26][C:14]([C:15]2[CH:16]=[CH:17][C:18]([CH2:24][CH3:25])=[C:19](B(O)O)[CH:20]=2)=[CH:13][CH:12]=1.P([O-])([O-])([O-])=O.[K+].[K+].[K+], predict the reaction product. The product is: [Cl:10][C:11]1[CH:27]=[CH:26][C:14]([C:15]2[CH:20]=[CH:19][C:18]([CH2:24][CH3:25])=[C:17]([C:2]3[C:3](=[O:9])[CH2:4][CH2:5][C:6]=3[O:7][CH3:8])[CH:16]=2)=[CH:13][CH:12]=1.